Dataset: Tyrosyl-DNA phosphodiesterase HTS with 341,365 compounds. Task: Binary Classification. Given a drug SMILES string, predict its activity (active/inactive) in a high-throughput screening assay against a specified biological target. The compound is S(=O)(=O)(NC1CC(NC(C1)(C)C)(C)C)c1cc(C(C)C)c(OC)cc1. The result is 0 (inactive).